This data is from Peptide-MHC class II binding affinity with 134,281 pairs from IEDB. The task is: Regression. Given a peptide amino acid sequence and an MHC pseudo amino acid sequence, predict their binding affinity value. This is MHC class II binding data. (1) The peptide sequence is EKALWIIFSQNMNIK. The MHC is DRB1_0802 with pseudo-sequence DRB1_0802. The binding affinity (normalized) is 0.374. (2) The peptide sequence is APANPGLIIGAL. The MHC is HLA-DQA10301-DQB10302 with pseudo-sequence HLA-DQA10301-DQB10302. The binding affinity (normalized) is 0.0523. (3) The peptide sequence is GKNVVNVQTKPSLFK. The MHC is DRB1_0801 with pseudo-sequence DRB1_0801. The binding affinity (normalized) is 0.271. (4) The peptide sequence is SQDLELSHNLNGLQAY. The MHC is DRB1_0401 with pseudo-sequence DRB1_0401. The binding affinity (normalized) is 0.568. (5) The peptide sequence is GEEYLILSARDVLAV. The MHC is HLA-DQA10102-DQB10502 with pseudo-sequence HLA-DQA10102-DQB10502. The binding affinity (normalized) is 0.388. (6) The peptide sequence is GPVTILNWSFVRNDQ. The MHC is HLA-DPA10201-DPB10101 with pseudo-sequence HLA-DPA10201-DPB10101. The binding affinity (normalized) is 0.293. (7) The peptide sequence is CDERVSSDQSALSEF. The MHC is HLA-DQA10201-DQB10301 with pseudo-sequence HLA-DQA10201-DQB10301. The binding affinity (normalized) is 0.485. (8) The peptide sequence is HAYYLQYKNVRPDYL. The MHC is DRB1_0301 with pseudo-sequence DRB1_0301. The binding affinity (normalized) is 0.219. (9) The MHC is DRB1_0901 with pseudo-sequence DRB1_0901. The peptide sequence is KLLPVPPTVTIFKIS. The binding affinity (normalized) is 0.348. (10) The peptide sequence is QVESFNEIKHDVQVA. The MHC is DRB1_0101 with pseudo-sequence DRB1_0101. The binding affinity (normalized) is 0.692.